From a dataset of Peptide-MHC class I binding affinity with 185,985 pairs from IEDB/IMGT. Regression. Given a peptide amino acid sequence and an MHC pseudo amino acid sequence, predict their binding affinity value. This is MHC class I binding data. (1) The peptide sequence is AVRQFRASV. The MHC is HLA-B18:01 with pseudo-sequence HLA-B18:01. The binding affinity (normalized) is 0.0847. (2) The peptide sequence is FSLINIYSI. The MHC is H-2-Db with pseudo-sequence H-2-Db. The binding affinity (normalized) is 0.997. (3) The peptide sequence is YAYEPGSVM. The MHC is HLA-A68:23 with pseudo-sequence HLA-A68:23. The binding affinity (normalized) is 0.640. (4) The peptide sequence is RLTDTEYRAR. The MHC is HLA-A31:01 with pseudo-sequence HLA-A31:01. The binding affinity (normalized) is 0.973. (5) The peptide sequence is RRPVVTAHI. The MHC is HLA-B27:05 with pseudo-sequence HLA-B27:05. The binding affinity (normalized) is 0.606. (6) The peptide sequence is IVPDIKLDAV. The MHC is HLA-A02:06 with pseudo-sequence HLA-A02:06. The binding affinity (normalized) is 1.00.